Dataset: Forward reaction prediction with 1.9M reactions from USPTO patents (1976-2016). Task: Predict the product of the given reaction. (1) The product is: [C:1]([O:5][C:6]([NH:8][C@H:9]([C:23]([O:25][CH3:26])=[O:24])[CH2:10][C:11]1[CH:12]=[N:13][C:14]([CH2:17][CH2:18][CH2:19][C:20]2[CH:21]=[CH:30][C:29]3[C:28](=[N:35][CH:34]=[CH:33][CH:32]=3)[N:27]=2)=[CH:15][CH:16]=1)=[O:7])([CH3:4])([CH3:3])[CH3:2]. Given the reactants [C:1]([O:5][C:6]([NH:8][C@H:9]([C:23]([O:25][CH3:26])=[O:24])[CH2:10][C:11]1[CH:12]=[N:13][C:14]([CH2:17][CH2:18][CH2:19][C:20](=O)[CH3:21])=[CH:15][CH:16]=1)=[O:7])([CH3:4])([CH3:3])[CH3:2].[NH2:27][C:28]1[N:35]=[CH:34][CH:33]=[CH:32][C:29]=1[CH:30]=O, predict the reaction product. (2) Given the reactants Br[C:2]1[CH:7]=[CH:6][C:5]([N:8]2[C:12]([CH2:13][C@@H:14]3[CH2:18][CH2:17][N:16]([C:19]([CH:21]4[CH2:23][CH2:22]4)=[O:20])[CH2:15]3)=[N:11][NH:10][C:9]2=[O:24])=[CH:4][CH:3]=1.[NH:25]1[C:33]2[C:28](=[CH:29][CH:30]=[C:31](B(O)O)[CH:32]=2)[CH:27]=[CH:26]1.[O-]P([O-])([O-])=O.[K+].[K+].[K+], predict the reaction product. The product is: [CH:21]1([C:19]([N:16]2[CH2:17][CH2:18][C@@H:14]([CH2:13][C:12]3[N:8]([C:5]4[CH:6]=[CH:7][C:2]([C:31]5[CH:32]=[C:33]6[C:28]([CH:27]=[CH:26][NH:25]6)=[CH:29][CH:30]=5)=[CH:3][CH:4]=4)[C:9](=[O:24])[NH:10][N:11]=3)[CH2:15]2)=[O:20])[CH2:23][CH2:22]1. (3) Given the reactants [Cl:1][C:2]1[CH:7]=[N+:6]([O-])[CH:5]=[C:4]([O:9][CH3:10])[N:3]=1.P(Cl)(Cl)([Cl:13])=O, predict the reaction product. The product is: [Cl:13][C:5]1[C:4]([O:9][CH3:10])=[N:3][C:2]([Cl:1])=[CH:7][N:6]=1. (4) Given the reactants [CH3:1][N:2]1[CH:6]=[CH:5][CH:4]=[N:3]1.[Li]CCCC.C(O[B:16]1[O:20][C:19]([CH3:22])([CH3:21])[C:18]([CH3:24])([CH3:23])[O:17]1)(C)C, predict the reaction product. The product is: [CH3:1][N:2]1[C:6]([B:16]2[O:20][C:19]([CH3:22])([CH3:21])[C:18]([CH3:24])([CH3:23])[O:17]2)=[CH:5][CH:4]=[N:3]1. (5) Given the reactants [CH3:1][N:2]1[CH2:7][CH2:6][C:5]2[CH:8]=[CH:9][O:10][C:4]=2[CH2:3]1.[C:11](=[O:13])=O.Cl.[Cl:15][C:16]1[CH:17]=[C:18]2[C:23](=[CH:24][CH:25]=1)[CH:22]=[C:21]([S:26]([N:29]1[CH2:34][CH2:33][NH:32][CH2:31][CH2:30]1)(=[O:28])=[O:27])[CH:20]=[CH:19]2.CN(CCCN=C=NCC)C.ON1C2C=CC=CC=2N=N1.C(N(C(C)C)CC)(C)C, predict the reaction product. The product is: [ClH:15].[Cl:15][C:16]1[CH:17]=[C:18]2[C:23](=[CH:24][CH:25]=1)[CH:22]=[C:21]([S:26]([N:29]1[CH2:30][CH2:31][N:32]([C:11]([C:9]3[O:10][C:4]4[CH2:3][N:2]([CH3:1])[CH2:7][CH2:6][C:5]=4[CH:8]=3)=[O:13])[CH2:33][CH2:34]1)(=[O:27])=[O:28])[CH:20]=[CH:19]2. (6) Given the reactants [C:1]([C:3]1[CH:8]=[CH:7][CH:6]=[CH:5][C:4]=1[C:9]1[CH:14]=[CH:13][C:12]([CH2:15][C:16]2[C:17](=[O:39])[N:18]([CH2:28][C:29]3[CH:38]=[CH:37][C:32]([C:33](OC)=[O:34])=[CH:31][CH:30]=3)[C:19]3[N:20]([N:25]=[CH:26][N:27]=3)[C:21]=2[CH2:22][CH2:23][CH3:24])=[CH:11][CH:10]=1)#[N:2].[OH-].[Na+].O1CCCC1.Cl, predict the reaction product. The product is: [OH:34][CH2:33][C:32]1[CH:31]=[CH:30][C:29]([CH2:28][N:18]2[C:17](=[O:39])[C:16]([CH2:15][C:12]3[CH:13]=[CH:14][C:9]([C:4]4[C:3]([C:1]#[N:2])=[CH:8][CH:7]=[CH:6][CH:5]=4)=[CH:10][CH:11]=3)=[C:21]([CH2:22][CH2:23][CH3:24])[N:20]3[N:25]=[CH:26][N:27]=[C:19]23)=[CH:38][CH:37]=1. (7) The product is: [CH:20]([C:16]1[CH:17]=[CH:18][CH:19]=[C:4]([CH:1]([CH3:3])[CH3:2])[C:5]=1[NH:6][C:7]1[C:8]([NH2:13])=[CH:9][CH:10]=[CH:11][CH:12]=1)([CH3:21])[CH3:22]. Given the reactants [CH:1]([C:4]1[CH:19]=[CH:18][CH:17]=[C:16]([CH:20]([CH3:22])[CH3:21])[C:5]=1[NH:6][C:7]1[CH:12]=[CH:11][CH:10]=[CH:9][C:8]=1[N+:13]([O-])=O)([CH3:3])[CH3:2].[H][H], predict the reaction product.